Predict the product of the given reaction. From a dataset of Forward reaction prediction with 1.9M reactions from USPTO patents (1976-2016). (1) Given the reactants [CH:1]1([CH2:4][O:5][C:6]2[CH:11]=[C:10]([N+:12]([O-])=O)[CH:9]=[CH:8][C:7]=2[NH:15][S:16]([CH3:19])(=[O:18])=[O:17])[CH2:3][CH2:2]1.[NH4+].[Cl-], predict the reaction product. The product is: [NH2:12][C:10]1[CH:9]=[CH:8][C:7]([NH:15][S:16]([CH3:19])(=[O:18])=[O:17])=[C:6]([O:5][CH2:4][CH:1]2[CH2:3][CH2:2]2)[CH:11]=1. (2) Given the reactants [CH3:1][C@@H:2]1[NH:7][CH2:6][C@H:5]([C:8]([O:10][CH3:11])=[O:9])[CH2:4][CH2:3]1.[CH3:12][C:13]([O:16][C:17](O[C:17]([O:16][C:13]([CH3:15])([CH3:14])[CH3:12])=[O:18])=[O:18])([CH3:15])[CH3:14].C[C@H]1NC[C@@H](C(OC)=O)CC1, predict the reaction product. The product is: [CH3:1][C@@H:2]1[N:7]([C:17]([O:16][C:13]([CH3:15])([CH3:14])[CH3:12])=[O:18])[CH2:6][C@H:5]([C:8]([O:10][CH3:11])=[O:9])[CH2:4][CH2:3]1. (3) Given the reactants [F:1][C:2]1[CH:7]=[CH:6][C:5]([C:8]2[N:9]=[CH:10][C:11](/[CH:21]=[CH:22]/[C:23]([O:25]C)=[O:24])=[N:12][C:13]=2[C:14]2[CH:19]=[CH:18][C:17]([F:20])=[CH:16][CH:15]=2)=[CH:4][CH:3]=1.[OH-].[Na+], predict the reaction product. The product is: [F:1][C:2]1[CH:3]=[CH:4][C:5]([C:8]2[N:9]=[CH:10][C:11](/[CH:21]=[CH:22]/[C:23]([OH:25])=[O:24])=[N:12][C:13]=2[C:14]2[CH:19]=[CH:18][C:17]([F:20])=[CH:16][CH:15]=2)=[CH:6][CH:7]=1. (4) Given the reactants C[N:2](C)/[CH:3]=[C:4](/[C:9](=[O:17])[C:10]1[CH:15]=[CH:14][CH:13]=[CH:12][C:11]=1[CH3:16])\[C:5]([O:7][CH3:8])=[O:6].Cl.NO, predict the reaction product. The product is: [CH3:16][C:11]1[CH:12]=[CH:13][CH:14]=[CH:15][C:10]=1[C:9]1[O:17][N:2]=[CH:3][C:4]=1[C:5]([O:7][CH3:8])=[O:6]. (5) Given the reactants [C:1]([O:5][C:6]([NH:8][C@@H:9]([CH:27]1[CH2:31][CH2:30][CH2:29][CH2:28]1)[C:10]([N:12]1[CH:20]([C:21]#[C:22][Si](C)(C)C)[CH2:19][CH2:18][CH:13]1[C:14]([O:16]C)=[O:15])=[O:11])=[O:7])([CH3:4])([CH3:3])[CH3:2].O[Li].O, predict the reaction product. The product is: [C:1]([O:5][C:6]([NH:8][C@@H:9]([CH:27]1[CH2:28][CH2:29][CH2:30][CH2:31]1)[C:10]([N:12]1[C@@H:20]([C:21]#[CH:22])[CH2:19][CH2:18][C@H:13]1[C:14]([OH:16])=[O:15])=[O:11])=[O:7])([CH3:4])([CH3:2])[CH3:3]. (6) The product is: [CH3:7][O:8][C:9]1[C:14]([C:15]2[C:33]3[C:28](=[CH:29][C:30]([O:36][CH2:37][CH3:38])=[C:31]([O:34][CH3:35])[CH:32]=3)[CH:19]3[CH:18]([CH2:23][CH2:22][CH:21]([O:24][C:25](=[O:27])[CH3:26])[CH2:20]3)[N:17]=2)=[CH:13][CH:12]=[C:11]([O:39][CH3:40])[N:10]=1. Given the reactants P(Cl)(Cl)(Cl)(Cl)Cl.[CH3:7][O:8][C:9]1[C:14]([C:15]([NH:17][CH:18]2[CH2:23][CH2:22][CH:21]([O:24][C:25](=[O:27])[CH3:26])[CH2:20][CH:19]2[C:28]2[CH:33]=[CH:32][C:31]([O:34][CH3:35])=[C:30]([O:36][CH2:37][CH3:38])[CH:29]=2)=O)=[CH:13][CH:12]=[C:11]([O:39][CH3:40])[N:10]=1.C(N(CC)CC)C.O, predict the reaction product. (7) Given the reactants [C:1]1(B(O)O)[CH:6]=[CH:5][CH:4]=[CH:3][CH:2]=1.[C:10]1(=O)[CH2:15][CH2:14][CH2:13][CH:12]=[CH:11]1.O, predict the reaction product. The product is: [C:1]1([CH:10]2[CH2:15][CH2:14][CH2:13][CH2:12][CH2:11]2)[CH:6]=[CH:5][CH:4]=[CH:3][CH:2]=1. (8) Given the reactants [NH2:1][C:2]1[CH:3]=[C:4]([C:8]#[C:9][C:10]2[N:15]=[C:14]([NH:16][C:17](=[O:23])[O:18][C:19]([CH3:22])([CH3:21])[CH3:20])[CH:13]=[CH:12][CH:11]=2)[CH:5]=[CH:6][CH:7]=1, predict the reaction product. The product is: [NH2:1][C:2]1[CH:3]=[C:4]([CH2:8][CH2:9][C:10]2[N:15]=[C:14]([NH:16][C:17](=[O:23])[O:18][C:19]([CH3:21])([CH3:20])[CH3:22])[CH:13]=[CH:12][CH:11]=2)[CH:5]=[CH:6][CH:7]=1.